From a dataset of Reaction yield outcomes from USPTO patents with 853,638 reactions. Predict the reaction yield, written as a fraction of the theoretical maximum amount of product (1.0 means a 100% yield; for example, 0.34 means a 34% yield). (1) The reactants are [C:1]([NH:9][C:10]1[CH:30]=[CH:29][N:13]([C@@H:14]2[O:28][C@H:18]([CH2:19][O:20][Si:21]([C:24]([CH3:27])([CH3:26])[CH3:25])([CH3:23])[CH3:22])[C@@H:16]([OH:17])[CH2:15]2)[C:12](=[O:31])[N:11]=1)(=[O:8])[C:2]1[CH:7]=[CH:6][CH:5]=[CH:4][CH:3]=1.[CH3:32][S:33]([CH3:35])=O.C(OC(=O)C)(=O)C.C([O-])(O)=O.[Na+]. The catalyst is CCOC(C)=O.C(O)(=O)C. The product is [C:1]([NH:9][C:10]1[CH:30]=[CH:29][N:13]([C@@H:14]2[O:28][C@H:18]([CH2:19][O:20][Si:21]([C:24]([CH3:25])([CH3:26])[CH3:27])([CH3:23])[CH3:22])[C@@H:16]([O:17][CH2:32][S:33][CH3:35])[CH2:15]2)[C:12](=[O:31])[N:11]=1)(=[O:8])[C:2]1[CH:3]=[CH:4][CH:5]=[CH:6][CH:7]=1. The yield is 0.730. (2) The reactants are [N:1]12[CH2:7][C:4]([C:8]([C:16]3[CH:21]=[CH:20][CH:19]=[CH:18][CH:17]=3)([C:10]3[CH:15]=[CH:14][CH:13]=[CH:12][CH:11]=3)[OH:9])([CH2:5][CH2:6]1)[CH2:3][CH2:2]2.[Br:22][CH2:23][CH2:24][CH2:25][O:26][C:27]1[CH:32]=[CH:31][CH:30]=[CH:29][CH:28]=1. The catalyst is CC#N. The product is [Br-:22].[OH:9][C:8]([C:16]1[CH:21]=[CH:20][CH:19]=[CH:18][CH:17]=1)([C:10]1[CH:15]=[CH:14][CH:13]=[CH:12][CH:11]=1)[C:4]12[CH2:7][N+:1]([CH2:23][CH2:24][CH2:25][O:26][C:27]3[CH:32]=[CH:31][CH:30]=[CH:29][CH:28]=3)([CH2:6][CH2:5]1)[CH2:2][CH2:3]2. The yield is 0.640. (3) The reactants are [NH:1]1[C:9]2[C:4](=[CH:5][C:6]([NH:10][C:11]3[C:12]4[CH:19]=[C:18]([C:20]([O:22]CC)=[O:21])[NH:17][C:13]=4[N:14]=[CH:15][N:16]=3)=[CH:7][CH:8]=2)[CH:3]=[N:2]1.[OH-].[Na+]. The catalyst is C(O)C. The product is [NH:1]1[C:9]2[C:4](=[CH:5][C:6]([NH:10][C:11]3[C:12]4[CH:19]=[C:18]([C:20]([OH:22])=[O:21])[NH:17][C:13]=4[N:14]=[CH:15][N:16]=3)=[CH:7][CH:8]=2)[CH:3]=[N:2]1. The yield is 0.990. (4) The yield is 0.660. No catalyst specified. The product is [Cl:1][C:2]1[CH:3]=[CH:4][C:5]([OH:11])=[C:6]([CH:10]=1)[C:7]([NH:22][C:12]1[C:21]2[C:16](=[CH:17][CH:18]=[CH:19][CH:20]=2)[CH:15]=[CH:14][CH:13]=1)=[O:9]. The reactants are [Cl:1][C:2]1[CH:10]=[C:6]([C:7]([OH:9])=O)[C:5]([OH:11])=[CH:4][CH:3]=1.[C:12]1([NH2:22])[C:21]2[C:16](=[CH:17][CH:18]=[CH:19][CH:20]=2)[CH:15]=[CH:14][CH:13]=1. (5) The reactants are [Br:1][C:2]1[CH:7]=[CH:6][N:5]=[C:4]2[N:8]([S:12]([C:15]3[CH:20]=[CH:19][C:18]([CH3:21])=[CH:17][CH:16]=3)(=[O:14])=[O:13])[C:9](I)=[CH:10][C:3]=12.C([Mg]Cl)(C)C.[CH2:27]=[O:28].[Cl-].[NH4+]. The catalyst is C1COCC1. The product is [Br:1][C:2]1[CH:7]=[CH:6][N:5]=[C:4]2[N:8]([S:12]([C:15]3[CH:20]=[CH:19][C:18]([CH3:21])=[CH:17][CH:16]=3)(=[O:14])=[O:13])[C:9]([CH2:27][OH:28])=[CH:10][C:3]=12. The yield is 0.670. (6) The reactants are Br[C:2]1[CH:3]=[C:4]2[C:10]([CH2:11][C:12]3[C:13]([F:23])=[C:14]([CH:19]=[CH:20][C:21]=3[F:22])[O:15][CH2:16][CH2:17][OH:18])=[CH:9][NH:8][C:5]2=[N:6][CH:7]=1.[N:24]1[CH:29]=[CH:28][CH:27]=[C:26](B(O)O)[CH:25]=1.C(=O)([O-])[O-].[K+].[K+].O. The product is [F:23][C:13]1[C:12]([CH2:11][C:10]2[C:4]3[C:5](=[N:6][CH:7]=[C:2]([C:26]4[CH:25]=[N:24][CH:29]=[CH:28][CH:27]=4)[CH:3]=3)[NH:8][CH:9]=2)=[C:21]([F:22])[CH:20]=[CH:19][C:14]=1[O:15][CH2:16][CH2:17][OH:18]. The catalyst is C(#N)C.C1C=CC([P]([Pd]([P](C2C=CC=CC=2)(C2C=CC=CC=2)C2C=CC=CC=2)([P](C2C=CC=CC=2)(C2C=CC=CC=2)C2C=CC=CC=2)[P](C2C=CC=CC=2)(C2C=CC=CC=2)C2C=CC=CC=2)(C2C=CC=CC=2)C2C=CC=CC=2)=CC=1. The yield is 0.320.